Dataset: Experimentally validated miRNA-target interactions with 360,000+ pairs, plus equal number of negative samples. Task: Binary Classification. Given a miRNA mature sequence and a target amino acid sequence, predict their likelihood of interaction. (1) The protein sequence of the target gene is MENWTGRPWLYLLLLLSLPQLCLDQEVLSGHSLQTPTEEGQGPEGVWGPWVQWASCSQPCGVGVQRRSRTCQLPTVQLHPSLPLPPRPPRHPEALLPRGQGPRPQTSPETLPLYRTQSRGRGGPLRGPASHLGREETQEIRAARRSRLRDPIKPGMFGYGRVPFALPLHRNRRHPRSPPRSELSLISSRGEEAIPSPTPRAEPFSANGSPQTELPPTELSVHTPSPQAEPLSPETAQTEVAPRTRPAPLRHHPRAQASGTEPPSPTHSLGEGGFFRASPQPRRPSSQGWASPQVAGRRPD.... Result: 0 (no interaction). The miRNA is ath-miR837-3p with sequence AAACGAACAAAAAACUGAUGG. (2) The miRNA is hsa-miR-6789-3p with sequence CGGCGCCCGUGUCUCCUCCAG. The protein sequence of the target gene is MAKAGSAGGPSPGGGAPWHLRNVLSDSVESSDDEFFDAREEVAEGKNAILIGMSQWSSNDLVEQIETIGKLDERQGDGATACTSSILQEKQRELYRVSLRRQRFPAQGSIEIHEDGEEGCSQRSCKTHVLLLVLHGGNVLDTGSGDPSCKAADIHTFSSVLEKVMRAHFPAALGHILIKFVPCPAICSEAFSLVSNLNPYSHDEGCLGTSQDHVPLAALPLLAISSPQYQDAVATVIERANHIYGEFLKSSDGIGFNGQVCLIGDCVGGLLAFDAICYSAGPSGDSPGSSSRKGSISSTQ.... Result: 0 (no interaction).